This data is from Reaction yield outcomes from USPTO patents with 853,638 reactions. The task is: Predict the reaction yield, written as a fraction of the theoretical maximum amount of product (1.0 means a 100% yield; for example, 0.34 means a 34% yield). (1) The reactants are [OH:1][CH2:2][CH2:3][C:4](=[O:6])[CH3:5].[CH2:7](Br)[C:8]1[CH:13]=[CH:12][CH:11]=[CH:10][CH:9]=1.CCN(C(C)C)C(C)C. The catalyst is S(=O)(=O)(O)[O-].[Na+]. The product is [CH2:7]([O:1][CH2:2][CH2:3][C:4](=[O:6])[CH3:5])[C:8]1[CH:13]=[CH:12][CH:11]=[CH:10][CH:9]=1. The yield is 0.222. (2) The reactants are C(N(CC)CC)C.[CH3:8][C:9]1[NH:13][N:12]=[C:11]([O:14][C:15]2[C:20]([N+:21]([O-:23])=[O:22])=[CH:19][CH:18]=[C:17]([O:24][CH3:25])[N:16]=2)[CH:10]=1.[CH2:26]([N:28]=[C:29]=[O:30])[CH3:27].Cl. The catalyst is C(OCC)(=O)C. The product is [CH2:26]([NH:28][C:29]([N:13]1[C:9]([CH3:8])=[CH:10][C:11]([O:14][C:15]2[C:20]([N+:21]([O-:23])=[O:22])=[CH:19][CH:18]=[C:17]([O:24][CH3:25])[N:16]=2)=[N:12]1)=[O:30])[CH3:27]. The yield is 0.598. (3) The reactants are [F:1][C:2]1[C:3](I)=[C:4]([C:8]([N:10]2[C@@H:14]3[CH2:15][CH2:16][C@H:11]2[C@H:12]([NH:17][C:18]2[N:23]=[CH:22][C:21]([C:24]([F:27])([F:26])[F:25])=[CH:20][N:19]=2)[CH2:13]3)=[O:9])[CH:5]=[CH:6][CH:7]=1.C([Sn](CCCC)(CCCC)[C:34]1[O:35][CH:36]=[CH:37][N:38]=1)CCC. The catalyst is COCCOC.[Cu]I.C1C=CC([P]([Pd]([P](C2C=CC=CC=2)(C2C=CC=CC=2)C2C=CC=CC=2)([P](C2C=CC=CC=2)(C2C=CC=CC=2)C2C=CC=CC=2)[P](C2C=CC=CC=2)(C2C=CC=CC=2)C2C=CC=CC=2)(C2C=CC=CC=2)C2C=CC=CC=2)=CC=1. The product is [F:1][C:2]1[C:3]([C:34]2[O:35][CH:36]=[CH:37][N:38]=2)=[C:4]([C:8]([N:10]2[C@@H:14]3[CH2:15][CH2:16][C@H:11]2[C@H:12]([NH:17][C:18]2[N:23]=[CH:22][C:21]([C:24]([F:27])([F:26])[F:25])=[CH:20][N:19]=2)[CH2:13]3)=[O:9])[CH:5]=[CH:6][CH:7]=1. The yield is 0.720. (4) The reactants are CCC(C)[BH-](C(C)CC)C(C)CC.[K+].[C:15]([C@@H:17]1[CH2:23][C@:22]2([C:28]3[CH:33]=[CH:32][CH:31]=[CH:30][CH:29]=3)[N:24]([CH2:25][CH:26]=[CH2:27])[C@H:18]1[CH:19]=[CH:20][C:21]2=[O:34])#[N:16]. The catalyst is C1COCC1. The product is [C:15]([C@@H:17]1[CH2:23][C@:22]2([C:28]3[CH:33]=[CH:32][CH:31]=[CH:30][CH:29]=3)[N:24]([CH2:25][CH:26]=[CH2:27])[C@H:18]1[CH2:19][CH2:20][C@H:21]2[OH:34])#[N:16]. The yield is 0.680.